From a dataset of Forward reaction prediction with 1.9M reactions from USPTO patents (1976-2016). Predict the product of the given reaction. (1) Given the reactants [CH3:1][NH:2][C:3](=[N:6][C:7]1[CH:12]=[C:11]([OH:13])[CH:10]=[C:9]([C:14]([OH:16])=[O:15])[CH:8]=1)SC.[NH2:17][CH2:18][CH:19]([OH:22])CN.N#N.Cl, predict the reaction product. The product is: [OH:13][C:11]1[CH:10]=[C:9]([CH:8]=[C:7]([NH:6][C:3]2[NH:2][CH2:1][CH:19]([OH:22])[CH2:18][N:17]=2)[CH:12]=1)[C:14]([OH:16])=[O:15]. (2) Given the reactants [C:1]([CH2:4][C@H:5]([OH:45])[CH2:6][C@H:7]([OH:44])[CH2:8][CH2:9][C:10]1[N:14]([CH:15]([CH3:17])[CH3:16])[C:13]([C:18]([NH:20][CH2:21][C:22]2[CH:23]=[C:24]([CH:28]=[CH:29][CH:30]=2)[C:25]([OH:27])=[O:26])=[O:19])=[C:12]([C:31]2[CH:36]=[CH:35][CH:34]=[CH:33][CH:32]=2)[C:11]=1[C:37]1[CH:42]=[CH:41][C:40]([F:43])=[CH:39][CH:38]=1)([OH:3])=[O:2].C(O)C.[OH-].[Na+:50], predict the reaction product. The product is: [Na+:50].[Na+:50].[C:1]([CH2:4][C@H:5]([OH:45])[CH2:6][C@H:7]([OH:44])[CH2:8][CH2:9][C:10]1[N:14]([CH:15]([CH3:16])[CH3:17])[C:13]([C:18]([NH:20][CH2:21][C:22]2[CH:23]=[C:24]([CH:28]=[CH:29][CH:30]=2)[C:25]([O-:27])=[O:26])=[O:19])=[C:12]([C:31]2[CH:36]=[CH:35][CH:34]=[CH:33][CH:32]=2)[C:11]=1[C:37]1[CH:38]=[CH:39][C:40]([F:43])=[CH:41][CH:42]=1)([OH:3])=[O:2].[C:1]([CH2:4][C@H:5]([OH:45])[CH2:6][C@H:7]([OH:44])[CH2:8][CH2:9][C:10]1[N:14]([CH:15]([CH3:16])[CH3:17])[C:13]([C:18]([NH:20][CH2:21][C:22]2[CH:23]=[C:24]([CH:28]=[CH:29][CH:30]=2)[C:25]([O-:27])=[O:26])=[O:19])=[C:12]([C:31]2[CH:36]=[CH:35][CH:34]=[CH:33][CH:32]=2)[C:11]=1[C:37]1[CH:38]=[CH:39][C:40]([F:43])=[CH:41][CH:42]=1)([OH:3])=[O:2]. (3) Given the reactants C([O:3][CH:4](OCC)[CH2:5][O:6][C:7]1[CH:8]=[C:9]([N:15]2[C:19](=[O:20])[C:18]([CH3:22])([CH3:21])[N:17]([CH2:23][C:24]3[C:33]4[C:28](=[CH:29][CH:30]=[CH:31][CH:32]=4)[N:27]=[CH:26][CH:25]=3)[C:16]2=[O:34])[CH:10]=[CH:11][C:12]=1[O:13][CH3:14])C.Cl.C1(C)C=CC=CC=1, predict the reaction product. The product is: [CH3:21][C:18]1([CH3:22])[C:19](=[O:20])[N:15]([C:9]2[CH:10]=[CH:11][C:12]([O:13][CH3:14])=[C:7]([CH:8]=2)[O:6][CH2:5][CH:4]=[O:3])[C:16](=[O:34])[N:17]1[CH2:23][C:24]1[C:33]2[C:28](=[CH:29][CH:30]=[CH:31][CH:32]=2)[N:27]=[CH:26][CH:25]=1.